Task: Predict the reaction yield, written as a fraction of the theoretical maximum amount of product (1.0 means a 100% yield; for example, 0.34 means a 34% yield).. Dataset: Reaction yield outcomes from USPTO patents with 853,638 reactions The reactants are [NH2:1][C:2]1[CH:7]=[CH:6][CH:5]=[CH:4][N:3]=1.Br[CH2:9][C:10](=O)[C:11]([O:13][CH2:14][CH3:15])=[O:12]. The catalyst is C(O)C. The product is [N:1]1[C:10]([C:11]([O:13][CH2:14][CH3:15])=[O:12])=[CH:9][N:3]2[CH:4]=[CH:5][CH:6]=[CH:7][C:2]=12. The yield is 0.620.